Dataset: Catalyst prediction with 721,799 reactions and 888 catalyst types from USPTO. Task: Predict which catalyst facilitates the given reaction. (1) Reactant: [Cl:1][C:2]1[C:7]([Cl:8])=[CH:6][C:5]([N+:9]([O-])=O)=[CH:4][N:3]=1.Cl.[OH-].[Na+]. Product: [NH2:9][C:5]1[CH:4]=[N:3][C:2]([Cl:1])=[C:7]([Cl:8])[CH:6]=1. The catalyst class is: 378. (2) Reactant: Br[C:2]1[CH:3]=[CH:4][C:5]2[C:6]3[C:11]([C:12]4[CH:13]=[CH:14][CH:15]=[CH:16][C:17]=4[C:18]=2[CH:19]=1)=[CH:10][C:9]1=[CH:20][C:21]2[C:26]([C:25]([CH3:28])([CH3:27])[CH:24]=[CH:23][CH:22]=2)=[C:8]1[CH:7]=3.[C:29]1([C:39]2[CH2:44][CH2:43][C:42]([C:45]3[C:58]4[C:53](=[CH:54][CH:55]=[CH:56][CH:57]=4)[C:52](B(O)O)=[C:51]4[C:46]=3[CH:47]=[CH:48][CH:49]=[CH:50]4)=[CH:41][CH:40]=2)[C:38]2[C:33](=[CH:34][CH:35]=[CH:36][CH:37]=2)[CH:32]=[CH:31][CH:30]=1.C([O-])([O-])=O.[Na+].[Na+].CCO. Product: [CH3:27][C:25]1([CH3:28])[C:26]2[C:21]([CH:20]=[C:9]3[C:8]=2[CH:7]=[C:6]2[C:11]([C:12]4[CH:13]=[CH:14][CH:15]=[CH:16][C:17]=4[C:18]4[CH:19]=[C:2]([C:52]5[C:53]6[C:58]([C:45]([C:42]7[CH:41]=[CH:40][C:39]([C:29]8[C:38]9[C:33](=[CH:34][CH:35]=[CH:36][CH:37]=9)[CH:32]=[CH:31][CH:30]=8)=[CH:44][CH:43]=7)=[C:46]7[C:51]=5[CH:50]=[CH:49][CH:48]=[CH:47]7)=[CH:57][CH:56]=[CH:55][CH:54]=6)[CH:3]=[CH:4][C:5]=42)=[CH:10]3)=[CH:22][CH:23]=[CH:24]1. The catalyst class is: 206. (3) Reactant: [CH:1]1([C:4]2[NH:8][C:7]3[CH:9]=[C:10]([C:16]4[C:17]([CH3:22])=[N:18][O:19][C:20]=4[CH3:21])[CH:11]=[C:12]([C:13](=[O:15])[CH3:14])[C:6]=3[N:5]=2)[CH2:3][CH2:2]1.[N:23]1[CH:28]=[CH:27][CH:26]=[CH:25][C:24]=1[Mg]Br. Product: [CH:1]1([C:4]2[NH:8][C:7]3[CH:9]=[C:10]([C:16]4[C:17]([CH3:22])=[N:18][O:19][C:20]=4[CH3:21])[CH:11]=[C:12]([C:13]([C:25]4[CH:24]=[N:23][CH:28]=[CH:27][CH:26]=4)([OH:15])[CH3:14])[C:6]=3[N:5]=2)[CH2:3][CH2:2]1. The catalyst class is: 49.